From a dataset of Catalyst prediction with 721,799 reactions and 888 catalyst types from USPTO. Predict which catalyst facilitates the given reaction. (1) Reactant: [CH3:1][O:2][C:3]1[CH:28]=[CH:27][C:6]([CH2:7][N:8]([C:22]2[S:23][CH:24]=[CH:25][N:26]=2)[S:9]([C:12]2[CH:13]=[CH:14][C:15]3[NH:20][CH2:19][CH2:18][O:17][C:16]=3[CH:21]=2)(=[O:11])=[O:10])=[CH:5][CH:4]=1.Br[C:30]1[CH:35]=[CH:34][CH:33]=[CH:32][C:31]=1[CH2:36][CH3:37].CC1(C)C2C(=C(P(C3C=CC=CC=3)C3C=CC=CC=3)C=CC=2)OC2C(P(C3C=CC=CC=3)C3C=CC=CC=3)=CC=CC1=2.CC(C)([O-])C.[Na+]. Product: [CH2:36]([C:31]1[CH:32]=[CH:33][CH:34]=[CH:35][C:30]=1[N:20]1[CH2:19][CH2:18][O:17][C:16]2[CH:21]=[C:12]([S:9]([N:8]([CH2:7][C:6]3[CH:5]=[CH:4][C:3]([O:2][CH3:1])=[CH:28][CH:27]=3)[C:22]3[S:23][CH:24]=[CH:25][N:26]=3)(=[O:11])=[O:10])[CH:13]=[CH:14][C:15]1=2)[CH3:37]. The catalyst class is: 882. (2) Reactant: CCN(C(C)C)C(C)C.[CH2:10]([O:17][N:18]1[C:24](=[O:25])[N:23]2[CH2:26][C@H:19]1[CH2:20][CH2:21][C@H:22]2[C:27]1[O:31][N:30]=[C:29]([CH:32]2[CH2:37][CH2:36][NH:35][CH2:34][CH2:33]2)[N:28]=1)[C:11]1[CH:16]=[CH:15][CH:14]=[CH:13][CH:12]=1.[C:38](ON1C(=O)CCC1=O)([O:40][CH2:41][CH:42]1[C:54]2[C:49](=[CH:50][CH:51]=[CH:52][CH:53]=2)[C:48]2[C:43]1=[CH:44][CH:45]=[CH:46][CH:47]=2)=[O:39]. Product: [CH2:10]([O:17][N:18]1[C:24](=[O:25])[N:23]2[CH2:26][C@H:19]1[CH2:20][CH2:21][C@H:22]2[C:27]1[O:31][N:30]=[C:29]([CH:32]2[CH2:37][CH2:36][N:35]([C:38]([O:40][CH2:41][CH:42]3[C:43]4[CH:44]=[CH:45][CH:46]=[CH:47][C:48]=4[C:49]4[C:54]3=[CH:53][CH:52]=[CH:51][CH:50]=4)=[O:39])[CH2:34][CH2:33]2)[N:28]=1)[C:11]1[CH:12]=[CH:13][CH:14]=[CH:15][CH:16]=1. The catalyst class is: 1. (3) Reactant: Br[C:2]1[CH:7]=[CH:6][C:5]([N:8]2[C:12](=[O:13])[CH2:11][C:10]([CH3:14])=[N:9]2)=[CH:4][CH:3]=1.[CH3:15][O:16][C:17]1[CH:18]=[C:19]([CH:27]=[CH:28]B(O)O)[CH:20]=[CH:21][C:22]=1[O:23][CH2:24][O:25][CH3:26].C(=O)([O-])[O-].[Na+].[Na+]. Product: [CH3:15][O:16][C:17]1[CH:18]=[C:19]([CH:27]=[CH:28][C:2]2[CH:7]=[CH:6][C:5]([N:8]3[C:12](=[O:13])[CH2:11][C:10]([CH3:14])=[N:9]3)=[CH:4][CH:3]=2)[CH:20]=[CH:21][C:22]=1[O:23][CH2:24][O:25][CH3:26]. The catalyst class is: 104.